Dataset: Catalyst prediction with 721,799 reactions and 888 catalyst types from USPTO. Task: Predict which catalyst facilitates the given reaction. (1) Reactant: O[C:2]1[C:7]([C:8]2[CH:16]=[CH:15][C:14]([N+:17]([O-:19])=[O:18])=[CH:13][C:9]=2[C:10]([OH:12])=[O:11])=[CH:6][CH:5]=[CH:4][N:3]=1.C(N(CC)C(C)C)(C)C.F[P-](F)(F)(F)(F)F.N1(OC(N(C)C)=[N+](C)C)C2N=CC=CC=2N=N1.C(OCC)(=O)C. Product: [N+:17]([C:14]1[CH:15]=[CH:16][C:8]2[C:7]3[C:2](=[N:3][CH:4]=[CH:5][CH:6]=3)[O:11][C:10](=[O:12])[C:9]=2[CH:13]=1)([O-:19])=[O:18]. The catalyst class is: 9. (2) Reactant: [Br:1][C:2]1[CH:7]=[C:6]([CH3:8])[C:5]([NH2:9])=[C:4]([CH2:10][CH3:11])[CH:3]=1.[N:12]([O-])=O.[Na+]. Product: [Br:1][C:2]1[CH:7]=[C:6]2[C:5](=[C:4]([CH2:10][CH3:11])[CH:3]=1)[NH:9][N:12]=[CH:8]2.[Br:1][C:2]1[CH:3]=[C:4]2[C:5](=[C:6]([CH3:8])[CH:7]=1)[NH:9][N:12]=[C:10]2[CH3:11]. The catalyst class is: 15. (3) The catalyst class is: 14. Product: [CH3:3][NH:5][C:7]1[CH:8]=[CH:9][CH:10]=[C:11]2[C:16]=1[CH:15]=[C:14]([OH:17])[CH:13]=[CH:12]2. Reactant: FC(F)(F)[C:3]([N:5]([C:7]1[C:16]2[C:11](=[CH:12][CH:13]=[C:14]([OH:17])[CH:15]=2)[CH:10]=[CH:9][CH:8]=1)C)=O.[BH4-].[Na+]. (4) Reactant: [S:1]1[C:5]2[CH:6]=[CH:7][CH:8]=[CH:9][C:4]=2[N:3]=[C:2]1[C:10]1[C:11](Cl)=[N:12][C:13]([CH:17]2[CH2:22][CH2:21][N:20]([C:23]([O:25][CH2:26][C:27]3[CH:32]=[CH:31][CH:30]=[CH:29][CH:28]=3)=[O:24])[CH2:19][CH2:18]2)=[N:14][C:15]=1[OH:16].[NH2:34][C@@H:35]1[CH2:40][CH2:39][CH2:38][N:37]([C:41]([O:43][C:44]([CH3:47])([CH3:46])[CH3:45])=[O:42])[CH2:36]1.C(N(C(C)C)C(C)C)C. Product: [S:1]1[C:5]2[CH:6]=[CH:7][CH:8]=[CH:9][C:4]=2[N:3]=[C:2]1[C:10]1[C:15](=[O:16])[NH:14][C:13]([CH:17]2[CH2:22][CH2:21][N:20]([C:23]([O:25][CH2:26][C:27]3[CH:32]=[CH:31][CH:30]=[CH:29][CH:28]=3)=[O:24])[CH2:19][CH2:18]2)=[N:12][C:11]=1[NH:34][C@@H:35]1[CH2:40][CH2:39][CH2:38][N:37]([C:41]([O:43][C:44]([CH3:47])([CH3:46])[CH3:45])=[O:42])[CH2:36]1. The catalyst class is: 8.